Dataset: Forward reaction prediction with 1.9M reactions from USPTO patents (1976-2016). Task: Predict the product of the given reaction. (1) Given the reactants [C:1]([C:3]([C:9]1[C:17]([O:18][CH3:19])=[CH:16][C:15]([CH3:20])=[C:14]2[C:10]=1[CH:11]=[CH:12][N:13]2[C:21]([O:23][C:24]([CH3:27])([CH3:26])[CH3:25])=[O:22])([CH3:8])[C:4]([O:6]C)=[O:5])#[N:2].[OH-].[K+].Cl, predict the reaction product. The product is: [C:24]([O:23][C:21]([N:13]1[C:14]2[C:10](=[C:9]([C:3]([C:1]#[N:2])([CH3:8])[C:4]([OH:6])=[O:5])[C:17]([O:18][CH3:19])=[CH:16][C:15]=2[CH3:20])[CH:11]=[CH:12]1)=[O:22])([CH3:27])([CH3:25])[CH3:26]. (2) Given the reactants [Cl:1][C:2]1[C:11]2[C:6](=[C:7]([NH:12][CH:13]3[CH2:18][CH2:17][N:16](C(OC(C)(C)C)=O)[CH2:15][CH2:14]3)[CH:8]=[CH:9][CH:10]=2)[CH:5]=[CH:4][N:3]=1.[F:26][C:27]([F:32])([F:31])[C:28]([OH:30])=[O:29], predict the reaction product. The product is: [F:26][C:27]([F:32])([F:31])[C:28]([OH:30])=[O:29].[Cl:1][C:2]1[C:11]2[C:6](=[C:7]([NH:12][CH:13]3[CH2:18][CH2:17][NH:16][CH2:15][CH2:14]3)[CH:8]=[CH:9][CH:10]=2)[CH:5]=[CH:4][N:3]=1.